This data is from Reaction yield outcomes from USPTO patents with 853,638 reactions. The task is: Predict the reaction yield, written as a fraction of the theoretical maximum amount of product (1.0 means a 100% yield; for example, 0.34 means a 34% yield). The reactants are [H-].[Na+].C(OP([CH2:11][C:12]([O:14][CH2:15][CH3:16])=[O:13])(OCC)=O)C.[CH:17]1([CH:20]=O)[CH2:19][CH2:18]1. The catalyst is C1COCC1. The product is [CH:17]1(/[CH:20]=[CH:11]/[C:12]([O:14][CH2:15][CH3:16])=[O:13])[CH2:19][CH2:18]1. The yield is 0.883.